Dataset: Forward reaction prediction with 1.9M reactions from USPTO patents (1976-2016). Task: Predict the product of the given reaction. (1) Given the reactants [CH3:1][Si:2]([O:7][CH3:8])([O:5][CH3:6])[O:3][CH3:4].[F:9][C:10]([F:21])([F:20])[CH2:11][CH2:12][Si:13]([O:18][CH3:19])([O:16][CH3:17])[O:14][CH3:15].[OH-:22].[K+:23], predict the reaction product. The product is: [CH3:1][Si:2]([O:7][CH3:8])([O:5][CH3:6])[O:3][CH3:4].[F:21][C:10]([F:9])([F:20])[CH2:11][CH2:12][Si:13]([O:14][CH3:15])([O:18][CH3:19])[O:16][CH3:17].[OH-:22].[K+:23]. (2) Given the reactants [F:1][C:2]1[CH:3]=[C:4]([CH:42]=[CH:43][CH:44]=1)[CH2:5][N:6]1[CH:10]=[C:9]([C:11]2[C:19]3[C:14](=[N:15][CH:16]=[C:17]([C:20]4[CH:21]=[N:22][C:23]([N:26]5[CH2:31][CH2:30][NH:29][CH2:28][CH2:27]5)=[CH:24][CH:25]=4)[CH:18]=3)[N:13]([S:32]([C:35]3[CH:41]=[CH:40][C:38]([CH3:39])=[CH:37][CH:36]=3)(=[O:34])=[O:33])[CH:12]=2)[CH:8]=[N:7]1.FC1C=C(C=CC=1)CN1C=C(C2C3C(=NC=C(C4C=NC(N5CCN(C)CC5)=CC=4)C=3)NC=2)C=N1.Cl[CH2:81][C:82]([NH2:84])=[O:83].C(=O)(O)[O-].[Na+], predict the reaction product. The product is: [F:1][C:2]1[CH:3]=[C:4]([CH:42]=[CH:43][CH:44]=1)[CH2:5][N:6]1[CH:10]=[C:9]([C:11]2[C:19]3[C:14](=[N:15][CH:16]=[C:17]([C:20]4[CH:25]=[CH:24][C:23]([N:26]5[CH2:31][CH2:30][N:29]([CH2:81][C:82]([NH2:84])=[O:83])[CH2:28][CH2:27]5)=[N:22][CH:21]=4)[CH:18]=3)[N:13]([S:32]([C:35]3[CH:41]=[CH:40][C:38]([CH3:39])=[CH:37][CH:36]=3)(=[O:34])=[O:33])[CH:12]=2)[CH:8]=[N:7]1. (3) Given the reactants C(OC([N:8]1[CH2:13][CH2:12][N:11](C(OC(C)(C)C)=O)[CH2:10][CH:9]1[C:21]1[CH:26]=[CH:25][C:24]([C:27]2[N:31]=[CH:30][O:29][N:28]=2)=[CH:23][CH:22]=1)=O)(C)(C)C.[ClH:32], predict the reaction product. The product is: [ClH:32].[ClH:32].[O:29]1[CH:30]=[N:31][C:27]([C:24]2[CH:25]=[CH:26][C:21]([CH:9]3[CH2:10][NH:11][CH2:12][CH2:13][NH:8]3)=[CH:22][CH:23]=2)=[N:28]1. (4) The product is: [CH3:1][O:2][C:3]1[N:8]=[CH:7][N:6]=[C:5]([NH:9][C:10](=[O:35])[C:11]2[CH:16]=[C:15]([CH2:17][C:18]3[C:19](=[O:30])[C:20]([O:28][CH3:29])=[C:21]([O:26][CH3:27])[C:22](=[O:25])[C:23]=3[CH3:24])[CH:14]=[CH:13][C:12]=2[OH:31])[CH:4]=1. Given the reactants [CH3:1][O:2][C:3]1[N:8]=[CH:7][N:6]=[C:5]([NH:9][C:10](=[O:35])[C:11]2[CH:16]=[C:15]([CH2:17][C:18]3[C:19](=[O:30])[C:20]([O:28][CH3:29])=[C:21]([O:26][CH3:27])[C:22](=[O:25])[C:23]=3[CH3:24])[CH:14]=[CH:13][C:12]=2[O:31]C(=O)C)[CH:4]=1.C(=O)([O-])O.[Na+], predict the reaction product. (5) Given the reactants [C:1]1([SH:7])[CH:6]=[CH:5][CH:4]=[CH:3][CH:2]=1.Cl[C:9]1[S:10][C:11]([C:15]([O:17][CH2:18][CH3:19])=[O:16])=[C:12]([CH3:14])[N:13]=1.O, predict the reaction product. The product is: [CH3:14][C:12]1[N:13]=[C:9]([S:7][C:1]2[CH:6]=[CH:5][CH:4]=[CH:3][CH:2]=2)[S:10][C:11]=1[C:15]([O:17][CH2:18][CH3:19])=[O:16]. (6) Given the reactants [F:1][C:2]1[CH:7]=[CH:6][C:5]([NH:8][CH2:9][CH2:10][C:11]([OH:13])=O)=[C:4]([N+:14]([O-:16])=[O:15])[CH:3]=1, predict the reaction product. The product is: [F:1][C:2]1[CH:7]=[C:6]2[C:5](=[C:4]([N+:14]([O-:16])=[O:15])[CH:3]=1)[NH:8][CH2:9][CH2:10][C:11]2=[O:13].